This data is from Full USPTO retrosynthesis dataset with 1.9M reactions from patents (1976-2016). The task is: Predict the reactants needed to synthesize the given product. (1) Given the product [CH3:32][N:2]([CH3:1])[C:3]1[C:27]([C:28]([F:30])([F:31])[F:29])=[CH:26][C:6]2[NH:7][C:8](=[O:25])[CH2:9][C:10]([C:12]3[CH:17]=[CH:16][CH:15]=[C:14]([N:18]4[C:22]([CH2:23][NH:40][CH2:39][C:38]([F:42])([F:41])[F:37])=[CH:21][N:20]=[N:19]4)[CH:13]=3)=[N:11][C:5]=2[CH:4]=1, predict the reactants needed to synthesize it. The reactants are: [CH3:1][N:2]([CH3:32])[C:3]1[C:27]([C:28]([F:31])([F:30])[F:29])=[CH:26][C:6]2[NH:7][C:8](=[O:25])[CH2:9][C:10]([C:12]3[CH:17]=[CH:16][CH:15]=[C:14]([N:18]4[C:22]([CH2:23]O)=[CH:21][N:20]=[N:19]4)[CH:13]=3)=[N:11][C:5]=2[CH:4]=1.O=S(Cl)Cl.[F:37][C:38]([F:42])([F:41])[CH2:39][NH2:40]. (2) The reactants are: [Cl:1][C:2]1[CH:7]=[CH:6][CH:5]=[C:4]([F:8])[C:3]=1[C:9]1[C:10]([Cl:22])=[N:11][C:12]([C:16]2[N:21]=[CH:20][CH:19]=[CH:18][N:17]=2)=[CH:13][C:14]=1[Cl:15].[CH3:23][CH:24]1[CH2:29][CH2:28][NH:27][CH2:26][CH2:25]1. Given the product [Cl:15][C:14]1[CH:13]=[C:12]([C:16]2[N:21]=[CH:20][CH:19]=[CH:18][N:17]=2)[N:11]=[C:10]([N:27]2[CH2:28][CH2:29][CH:24]([CH3:23])[CH2:25][CH2:26]2)[C:9]=1[C:3]1[C:4]([F:8])=[CH:5][CH:6]=[CH:7][C:2]=1[Cl:1].[Cl:22][C:10]1[C:9]([C:3]2[C:4]([F:8])=[CH:5][CH:6]=[CH:7][C:2]=2[Cl:1])=[C:14]([N:27]2[CH2:28][CH2:29][CH:24]([CH3:23])[CH2:25][CH2:26]2)[CH:13]=[C:12]([C:16]2[N:21]=[CH:20][CH:19]=[CH:18][N:17]=2)[N:11]=1, predict the reactants needed to synthesize it. (3) Given the product [NH2:21][C:4]([NH2:3])=[N:5][C:6]([C:8]1[CH:19]=[CH:18][C:17]2[C:16]3[CH:15]=[CH:14][S:13][C:12]=3[CH:11]([OH:20])[C:10]=2[CH:9]=1)=[O:7], predict the reactants needed to synthesize it. The reactants are: [BH4-].[Na+].[NH2:3][C:4]([NH2:21])=[N:5][C:6]([C:8]1[CH:19]=[CH:18][C:17]2[C:16]3[CH:15]=[CH:14][S:13][C:12]=3[C:11](=[O:20])[C:10]=2[CH:9]=1)=[O:7]. (4) Given the product [C:20]([O:19][C:17]([NH:16][C:8]1[C:5]2=[N:6][CH:7]=[C:2]([CH:24]3[CH2:26][CH2:25]3)[CH:3]=[C:4]2[O:10][C:9]=1[C:11]([O:13][CH2:14][CH3:15])=[O:12])=[O:18])([CH3:23])([CH3:22])[CH3:21], predict the reactants needed to synthesize it. The reactants are: Br[C:2]1[CH:3]=[C:4]2[O:10][C:9]([C:11]([O:13][CH2:14][CH3:15])=[O:12])=[C:8]([NH:16][C:17]([O:19][C:20]([CH3:23])([CH3:22])[CH3:21])=[O:18])[C:5]2=[N:6][CH:7]=1.[CH:24]1([B-](F)(F)F)[CH2:26][CH2:25]1.[K+].C([O-])([O-])=O.[Cs+].[Cs+].C12(P(C34CC5CC(CC(C5)C3)C4)CCCC)CC3CC(CC(C3)C1)C2.C1(C)C=CC=CC=1. (5) Given the product [ClH:26].[CH3:1][O:2][C:3]1[C:4]([N+:23]([O-:25])=[O:24])=[C:5]([CH:6]=[CH:7][CH:8]=1)[NH:9][CH2:10][C@@H:11]1[CH2:15][CH2:14][NH:13][CH2:12]1, predict the reactants needed to synthesize it. The reactants are: [CH3:1][O:2][C:3]1[C:4]([N+:23]([O-:25])=[O:24])=[C:5]([NH:9][CH2:10][C@@H:11]2[CH2:15][CH2:14][N:13](C(OC(C)(C)C)=O)[CH2:12]2)[CH:6]=[CH:7][CH:8]=1.[ClH:26].CO. (6) Given the product [N:8]1([C:23](=[O:24])[CH2:22][C:15]2[C:16]3=[N:17][CH:18]=[CH:19][CH:20]=[C:21]3[NH:13][CH:14]=2)[CH2:12][CH2:11][CH2:10][CH2:9]1, predict the reactants needed to synthesize it. The reactants are: C(N(CC)CC)C.[NH:8]1[CH2:12][CH2:11][CH2:10][CH2:9]1.[NH:13]1[C:21]2[C:16](=[N:17][CH:18]=[CH:19][CH:20]=2)[C:15]([CH2:22][C:23](OCC)=[O:24])=[CH:14]1. (7) The reactants are: [CH2:1]([N:3]1[CH2:8][CH2:7][N:6]([C:9]2[N:14]=[CH:13][C:12]([NH:15][C:16]3[N:17]=[CH:18][C:19]4[S:24][CH:23]=[C:22]([C:25]5[CH:26]=[C:27]([NH:31][S:32]([CH3:35])(=[O:34])=[O:33])[CH:28]=[CH:29][CH:30]=5)[C:20]=4[N:21]=3)=[CH:11][CH:10]=2)[CH2:5][CH2:4]1)[CH3:2].[ClH:36]. Given the product [ClH:36].[CH2:1]([N:3]1[CH2:8][CH2:7][N:6]([C:9]2[N:14]=[CH:13][C:12]([NH:15][C:16]3[N:17]=[CH:18][C:19]4[S:24][CH:23]=[C:22]([C:25]5[CH:26]=[C:27]([NH:31][S:32]([CH3:35])(=[O:34])=[O:33])[CH:28]=[CH:29][CH:30]=5)[C:20]=4[N:21]=3)=[CH:11][CH:10]=2)[CH2:5][CH2:4]1)[CH3:2], predict the reactants needed to synthesize it. (8) Given the product [CH2:11]=[O:12].[CH3:1][P:2]([CH2:20][N:8]1[CH2:9][CH2:10][N:5]([C:11]([O:13][C:14]([CH3:17])([CH3:16])[CH3:15])=[O:12])[CH2:6][CH2:7]1)([CH3:3])=[O:4], predict the reactants needed to synthesize it. The reactants are: [CH3:1][PH:2](=[O:4])[CH3:3].[N:5]1([C:11]([O:13][C:14]([CH3:17])([CH3:16])[CH3:15])=[O:12])[CH2:10][CH2:9][NH:8][CH2:7][CH2:6]1.N#N.[CH2:20](O)C. (9) Given the product [Br:1][C:2]1[CH:3]=[N:4][N:5]([CH2:8][C:9]2([O:17][CH2:18][CH2:19][O:20][CH3:23])[CH2:14][CH2:13][CH2:12][C:11]([CH3:15])([CH3:16])[CH2:10]2)[C:6]=1[CH3:7], predict the reactants needed to synthesize it. The reactants are: [Br:1][C:2]1[CH:3]=[N:4][N:5]([CH2:8][C:9]2([O:17][CH2:18][CH2:19][OH:20])[CH2:14][CH2:13][CH2:12][C:11]([CH3:16])([CH3:15])[CH2:10]2)[C:6]=1[CH3:7].[H-].[Na+].[CH3:23]I.